This data is from Forward reaction prediction with 1.9M reactions from USPTO patents (1976-2016). The task is: Predict the product of the given reaction. (1) Given the reactants [C:1]([O:5][C:6]([N:8]1[CH2:13][CH2:12][N:11]([C:14]2[CH:23]=[CH:22][CH:21]=[C:20]3[C:15]=2[CH2:16][CH2:17][CH2:18][NH:19]3)[CH2:10][CH2:9]1)=[O:7])([CH3:4])([CH3:3])[CH3:2].[H-].[Na+].I[CH3:27].O, predict the reaction product. The product is: [C:1]([O:5][C:6]([N:8]1[CH2:13][CH2:12][N:11]([C:14]2[CH:23]=[CH:22][CH:21]=[C:20]3[C:15]=2[CH2:16][CH2:17][CH2:18][N:19]3[CH3:27])[CH2:10][CH2:9]1)=[O:7])([CH3:4])([CH3:2])[CH3:3]. (2) Given the reactants [C:1]([C:5]1[N:6]=[C:7](N2CCOCC2)[C:8]2[N:13]=[N:12][N:11]([CH2:14][C:15]3[CH:20]=[CH:19][CH:18]=[CH:17][C:16]=3[Cl:21])[C:9]=2[N:10]=1)([CH3:4])([CH3:3])[CH3:2].C(C1NC2N(CC3C=CC=CC=3[Cl:48])N=NC=2C(=O)N=1)(C)(C)C.C(N(CC)C1C=CC=CC=1)C.O=P(Cl)(Cl)Cl, predict the reaction product. The product is: [C:1]([C:5]1[N:6]=[C:7]([Cl:48])[C:8]2[N:13]=[N:12][N:11]([CH2:14][C:15]3[CH:20]=[CH:19][CH:18]=[CH:17][C:16]=3[Cl:21])[C:9]=2[N:10]=1)([CH3:4])([CH3:3])[CH3:2]. (3) Given the reactants C([O-])(=O)C.[NH4+:5].Br[CH2:7][C:8]([C:10]1[CH:15]=[CH:14][C:13]([F:16])=[C:12]([Br:17])[CH:11]=1)=O.[O:18]=[C:19]1[CH2:24][C:23](=O)[CH2:22][CH2:21][NH:20]1, predict the reaction product. The product is: [Br:17][C:12]1[CH:11]=[C:10]([C:8]2[NH:5][C:23]3[CH2:22][CH2:21][NH:20][C:19](=[O:18])[C:24]=3[CH:7]=2)[CH:15]=[CH:14][C:13]=1[F:16]. (4) Given the reactants [C:1]([O:9][CH2:10][CH3:11])(=[O:8])[CH2:2][C:3]([O:5][CH2:6][CH3:7])=[O:4].CN(C=O)C.[OH-].[Na+].[CH2:19]([N:26]1[CH2:31][CH2:30][O:29][CH2:28][CH:27]1[CH2:32]Br)[C:20]1[CH:25]=[CH:24][CH:23]=[CH:22][CH:21]=1, predict the reaction product. The product is: [CH2:19]([N:26]1[CH2:31][CH2:30][O:29][CH2:28][CH:27]1[CH2:32][CH:2]([C:3]([O:5][CH2:6][CH3:7])=[O:4])[C:1]([O:9][CH2:10][CH3:11])=[O:8])[C:20]1[CH:25]=[CH:24][CH:23]=[CH:22][CH:21]=1. (5) Given the reactants C(OC(=O)[NH:7][C@H:8]1[CH2:13][CH2:12][C@H:11]([CH2:14][CH2:15][CH2:16][CH2:17][CH2:18][Br:19])[CH2:10][CH2:9]1)(C)(C)C.CO.Br.C(Br)(=O)C, predict the reaction product. The product is: [Br:19][CH2:18][CH2:17][CH2:16][CH2:15][CH2:14][C@H:11]1[CH2:10][CH2:9][C@H:8]([NH2:7])[CH2:13][CH2:12]1.